Dataset: Forward reaction prediction with 1.9M reactions from USPTO patents (1976-2016). Task: Predict the product of the given reaction. (1) Given the reactants C([O:3][C:4]([C:6]1[CH:11]=[CH:10][C:9]([C:12]2[CH:17]=[C:16]([NH:18][C:19](=[O:32])[C:20]3[CH:25]=[CH:24][C:23]([N:26]4[CH2:31][CH2:30][O:29][CH2:28][CH2:27]4)=[CH:22][CH:21]=3)[CH:15]=[CH:14][C:13]=2[CH3:33])=[CH:8][CH:7]=1)=[O:5])C, predict the reaction product. The product is: [CH3:33][C:13]1[CH:14]=[CH:15][C:16]([NH:18][C:19](=[O:32])[C:20]2[CH:21]=[CH:22][C:23]([N:26]3[CH2:27][CH2:28][O:29][CH2:30][CH2:31]3)=[CH:24][CH:25]=2)=[CH:17][C:12]=1[C:9]1[CH:10]=[CH:11][C:6]([C:4]([OH:5])=[O:3])=[CH:7][CH:8]=1. (2) Given the reactants [BH4-].[Na+].[NH2:3][C:4]1[CH:9]=[CH:8][C:7]([C:10](=[O:19])[CH2:11][CH2:12][C:13]2[CH:18]=[CH:17][CH:16]=[CH:15][N:14]=2)=[CH:6][CH:5]=1, predict the reaction product. The product is: [NH2:3][C:4]1[CH:5]=[CH:6][C:7]([CH:10]([OH:19])[CH2:11][CH2:12][C:13]2[CH:18]=[CH:17][CH:16]=[CH:15][N:14]=2)=[CH:8][CH:9]=1. (3) Given the reactants [CH3:1][O:2][C:3]([C:5]1[N:6]([CH3:13])[CH:7]=[C:8]([N+:10]([O-])=O)[CH:9]=1)=[O:4].N1C=CC=C1.[F:19][C:20]([F:44])([F:43])[C:21]1[CH:26]=[CH:25][C:24]([S:27][CH2:28][CH2:29][O:30][C:31](=O)[O:32]C2C=CC([N+]([O-])=O)=CC=2)=[CH:23][CH:22]=1.CCN(C(C)C)C(C)C.C1C=CC2N(O)N=NC=2C=1, predict the reaction product. The product is: [CH3:13][N:6]1[CH:7]=[C:8]([NH:10][C:31]([O:30][CH2:29][CH2:28][S:27][C:24]2[CH:25]=[CH:26][C:21]([C:20]([F:19])([F:44])[F:43])=[CH:22][CH:23]=2)=[O:32])[CH:9]=[C:5]1[C:3]([O:2][CH3:1])=[O:4]. (4) Given the reactants [CH2:1]([O:3][C:4](=[O:25])[C:5]([N:7]([CH2:15][C:16]1[CH:24]=[CH:23][C:19]([C:20]([OH:22])=[O:21])=[CH:18][CH:17]=1)[CH2:8][CH:9]1[CH2:14][CH2:13][NH:12][CH2:11][CH2:10]1)=[O:6])[CH3:2].[C:26](ON1C(=O)CCC1=O)([O:28][CH2:29][CH:30]1[C:42]2[C:37](=[CH:38][CH:39]=[CH:40][CH:41]=2)[C:36]2[C:31]1=[CH:32][CH:33]=[CH:34][CH:35]=2)=[O:27].C([O-])(O)=O.[Na+], predict the reaction product. The product is: [CH2:1]([O:3][C:4](=[O:25])[C:5]([N:7]([CH2:15][C:16]1[CH:24]=[CH:23][C:19]([C:20]([OH:22])=[O:21])=[CH:18][CH:17]=1)[CH2:8][CH:9]1[CH2:14][CH2:13][N:12]([C:26]([O:28][CH2:29][CH:30]2[C:31]3[CH:32]=[CH:33][CH:34]=[CH:35][C:36]=3[C:37]3[C:42]2=[CH:41][CH:40]=[CH:39][CH:38]=3)=[O:27])[CH2:11][CH2:10]1)=[O:6])[CH3:2]. (5) Given the reactants [F:1][C:2]([S:5][C:6]1[CH:27]=[CH:26][CH:25]=[CH:24][C:7]=1[CH2:8][O:9][C:10]1[CH:15]=[CH:14][C:13]([C:16]2[CH:20]=[C:19]([C:21]([NH2:23])=[O:22])[O:18][N:17]=2)=[CH:12][CH:11]=1)([F:4])[F:3].C1C=C(Cl)C=C(C(OO)=[O:36])C=1, predict the reaction product. The product is: [F:4][C:2]([F:1])([F:3])[S:5]([C:6]1[CH:27]=[CH:26][CH:25]=[CH:24][C:7]=1[CH2:8][O:9][C:10]1[CH:15]=[CH:14][C:13]([C:16]2[CH:20]=[C:19]([C:21]([NH2:23])=[O:22])[O:18][N:17]=2)=[CH:12][CH:11]=1)=[O:36]. (6) Given the reactants [C:1]([O:5][C:6]([NH:8][C:9]1([C:24]([O:26][CH3:27])=[O:25])[CH2:13][CH2:12][CH:11]([C:14]2[CH:15]=[C:16]3[C:21](=[CH:22][CH:23]=2)[CH2:20][NH:19][CH2:18][CH2:17]3)[CH2:10]1)=[O:7])([CH3:4])([CH3:3])[CH3:2].CCN(C(C)C)C(C)C.[C:37](Cl)(=[O:43])[CH2:38][CH2:39][CH2:40][CH2:41][CH3:42], predict the reaction product. The product is: [C:1]([O:5][C:6]([NH:8][C:9]1([C:24]([O:26][CH3:27])=[O:25])[CH2:13][CH2:12][CH:11]([C:14]2[CH:15]=[C:16]3[C:21](=[CH:22][CH:23]=2)[CH2:20][N:19]([C:37](=[O:43])[CH2:38][CH2:39][CH2:40][CH2:41][CH3:42])[CH2:18][CH2:17]3)[CH2:10]1)=[O:7])([CH3:4])([CH3:3])[CH3:2]. (7) Given the reactants [CH:1]1[C:13]2[N:12]([CH2:14][CH2:15][NH:16][S:17]([C:20]3[CH:25]=[CH:24][CH:23]=[CH:22][C:21]=3[N+:26]([O-:28])=[O:27])(=[O:19])=[O:18])[C:11]3[C:6](=[CH:7][CH:8]=[CH:9][CH:10]=3)[C:5]=2[CH:4]=[CH:3][CH:2]=1.[Al+3].[Cl-:30].[Cl-].[Cl-].[Cl:33][CH2:34][CH2:35][C:36](Cl)=[O:37].Cl, predict the reaction product. The product is: [Cl:33][CH2:34][CH2:35][C:36]([C:3]1[CH:2]=[CH:1][C:13]2[N:12]([CH2:14][CH2:15][NH:16][S:17]([C:20]3[CH:25]=[CH:24][CH:23]=[CH:22][C:21]=3[N+:26]([O-:28])=[O:27])(=[O:18])=[O:19])[C:11]3[C:6]([C:5]=2[CH:4]=1)=[CH:7][C:8]([C:36](=[O:37])[CH2:35][CH2:34][Cl:30])=[CH:9][CH:10]=3)=[O:37].